This data is from Catalyst prediction with 721,799 reactions and 888 catalyst types from USPTO. The task is: Predict which catalyst facilitates the given reaction. (1) Reactant: Cl[C:2]1[C:3]2[CH:10]=[C:9]([C:11]([O:13][C:14]([CH3:17])([CH3:16])[CH3:15])=[O:12])[NH:8][C:4]=2[N:5]=[CH:6][N:7]=1.[C:18]([C:22]1[CH:47]=[CH:46][C:25]([C:26]([NH:28][CH2:29][C:30]2[CH:35]=[CH:34][C:33](B3OC(C)(C)C(C)(C)O3)=[CH:32][C:31]=2[F:45])=[O:27])=[CH:24][CH:23]=1)([CH3:21])([CH3:20])[CH3:19].C(=O)([O-])[O-].[K+].[K+].COCCOC. Product: [C:14]([O:13][C:11]([C:9]1[NH:8][C:4]2[N:5]=[CH:6][N:7]=[C:2]([C:33]3[CH:34]=[CH:35][C:30]([CH2:29][NH:28][C:26](=[O:27])[C:25]4[CH:24]=[CH:23][C:22]([C:18]([CH3:19])([CH3:21])[CH3:20])=[CH:47][CH:46]=4)=[C:31]([F:45])[CH:32]=3)[C:3]=2[CH:10]=1)=[O:12])([CH3:17])([CH3:16])[CH3:15]. The catalyst class is: 103. (2) Reactant: Cl[C:2]1[C:3]2[N:4]([N:8]=[C:9]([NH2:11])[N:10]=2)[CH:5]=[CH:6][N:7]=1.[IH:12].[OH-].[Na+]. Product: [I:12][C:2]1[C:3]2[N:4]([N:8]=[C:9]([NH2:11])[N:10]=2)[CH:5]=[CH:6][N:7]=1. The catalyst class is: 6. (3) Reactant: [Cl:1][C:2]1[CH:7]=[C:6](I)[CH:5]=[C:4]([Cl:9])[N:3]=1.[F:10][C:11]([F:18])([F:17])[C:12](B(O)O)=[CH2:13].C(=O)([O-])[O-].[K+].[K+]. Product: [Cl:1][C:2]1[CH:7]=[C:6]([C:12]([C:11]([F:18])([F:17])[F:10])=[CH2:13])[CH:5]=[C:4]([Cl:9])[N:3]=1. The catalyst class is: 20. (4) Product: [F:6][C:7]1[CH:8]=[CH:9][C:10]([C:13]2[N:14]([CH3:1])[CH:15]=[C:16]([N+:18]([O-:20])=[O:19])[CH:17]=2)=[CH:11][CH:12]=1. Reactant: [CH3:1]N(C)C=O.[F:6][C:7]1[CH:12]=[CH:11][C:10]([C:13]2[NH:14][CH:15]=[C:16]([N+:18]([O-:20])=[O:19])[CH:17]=2)=[CH:9][CH:8]=1.[H-].[Na+].CI. The catalyst class is: 93. (5) Reactant: N(C(OCC)=O)=NC(OCC)=O.[Cl:13][C:14]1[S:18][C:17]([C:19]([NH:21][C:22]2[CH:30]=[CH:29][CH:28]=[C:27]3[C:23]=2[C:24](=[O:32])[NH:25][C:26]3=[O:31])=[O:20])=[CH:16][CH:15]=1.O[CH:34]1[CH2:39][CH2:38][N:37]([C:40]([O:42][C:43]([CH3:46])([CH3:45])[CH3:44])=[O:41])[CH2:36][CH2:35]1.C1(P(C2C=CC=CC=2)C2C=CC=CC=2)C=CC=CC=1. Product: [Cl:13][C:14]1[S:18][C:17]([C:19]([NH:21][C:22]2[CH:30]=[CH:29][CH:28]=[C:27]3[C:23]=2[C:24](=[O:32])[N:25]([CH:34]2[CH2:39][CH2:38][N:37]([C:40]([O:42][C:43]([CH3:46])([CH3:45])[CH3:44])=[O:41])[CH2:36][CH2:35]2)[C:26]3=[O:31])=[O:20])=[CH:16][CH:15]=1. The catalyst class is: 1. (6) Reactant: C([O:5][C:6](=[O:42])[CH2:7][NH:8][C:9](=[O:41])[CH2:10][O:11][C:12]1[C:17]([CH3:18])=[CH:16][C:15]([C:19]2[O:20][C:21]3[N:22]=[C:23]([CH2:32][C:33]4[CH:38]=[CH:37][C:36]([Cl:39])=[CH:35][CH:34]=4)[N:24]=[C:25]([O:28][CH2:29][CH2:30][CH3:31])[C:26]=3[N:27]=2)=[CH:14][C:13]=1[CH3:40])(C)(C)C. Product: [Cl:39][C:36]1[CH:35]=[CH:34][C:33]([CH2:32][C:23]2[N:24]=[C:25]([O:28][CH2:29][CH2:30][CH3:31])[C:26]3[N:27]=[C:19]([C:15]4[CH:16]=[C:17]([CH3:18])[C:12]([O:11][CH2:10][C:9]([NH:8][CH2:7][C:6]([OH:42])=[O:5])=[O:41])=[C:13]([CH3:40])[CH:14]=4)[O:20][C:21]=3[N:22]=2)=[CH:38][CH:37]=1. The catalyst class is: 55. (7) Reactant: CS(O)(=O)=O.[NH2:6][CH2:7][C:8]1[CH:9]=[C:10]2[C:14](=[CH:15][CH:16]=1)[C:13](=[O:17])[N:12]([CH:18]1[CH2:23][CH2:22][C:21](=[O:24])[NH:20][C:19]1=[O:25])[CH2:11]2.[Cl:26][C:27]1[CH:28]=[C:29]([CH:33]=[CH:34][CH:35]=1)[C:30](Cl)=[O:31].Cl. Product: [Cl:26][C:27]1[CH:28]=[C:29]([CH:33]=[CH:34][CH:35]=1)[C:30]([NH:6][CH2:7][C:8]1[CH:9]=[C:10]2[C:14](=[CH:15][CH:16]=1)[C:13](=[O:17])[N:12]([CH:18]1[CH2:23][CH2:22][C:21](=[O:24])[NH:20][C:19]1=[O:25])[CH2:11]2)=[O:31]. The catalyst class is: 10.